This data is from Reaction yield outcomes from USPTO patents with 853,638 reactions. The task is: Predict the reaction yield, written as a fraction of the theoretical maximum amount of product (1.0 means a 100% yield; for example, 0.34 means a 34% yield). (1) The reactants are [F:1][C:2]1[CH:30]=[CH:29][CH:28]=[C:27]([F:31])[C:3]=1[O:4][C:5]1[CH:10]=[CH:9][C:8]([C:11]2[C:19]3[C:14](=[N:15][CH:16]=[N:17][C:18]=3[NH2:20])[N:13]([CH2:21][C@H:22]3[CH2:26][CH2:25][CH2:24][NH:23]3)[N:12]=2)=[CH:7][CH:6]=1.[C:32]([CH2:34][C:35](O)=[O:36])#[N:33]. The catalyst is ClCCl. The product is [NH2:20][C:18]1[N:17]=[CH:16][N:15]=[C:14]2[N:13]([CH2:21][C@H:22]3[CH2:26][CH2:25][CH2:24][N:23]3[C:35](=[O:36])[CH2:34][C:32]#[N:33])[N:12]=[C:11]([C:8]3[CH:7]=[CH:6][C:5]([O:4][C:3]4[C:27]([F:31])=[CH:28][CH:29]=[CH:30][C:2]=4[F:1])=[CH:10][CH:9]=3)[C:19]=12. The yield is 0.480. (2) The reactants are [CH2:1]([C@H:3]1[CH2:8][N:7]([CH:9]2[CH2:12][O:11][CH2:10]2)[CH2:6][CH2:5][N:4]1[C:13]1[CH:14]=[CH:15][C:16]([NH:19][C:20]2[C:21](=[O:36])[N:22]([CH3:35])[CH:23]=[C:24](B3OC(C)(C)C(C)(C)O3)[CH:25]=2)=[N:17][CH:18]=1)[CH3:2].Cl[C:38]1[C:43]([CH:44]=[O:45])=[C:42]([N:46]2[CH2:58][CH2:57][C:56]3[N:55]4[C:50]([CH2:51][CH2:52][CH2:53][CH2:54]4)=[CH:49][C:48]=3[C:47]2=[O:59])[N:41]=[CH:40][CH:39]=1.[O-]P([O-])([O-])=O.[K+].[K+].[K+].C([O-])(=O)C.[Na+]. The catalyst is C1C=CC(P(C2C=CC=CC=2)[C-]2C=CC=C2)=CC=1.C1C=CC(P(C2C=CC=CC=2)[C-]2C=CC=C2)=CC=1.Cl[Pd]Cl.[Fe+2].C(#N)C. The product is [CH2:1]([CH:3]1[CH2:8][N:7]([CH:9]2[CH2:10][O:11][CH2:12]2)[CH2:6][CH2:5][N:4]1[C:13]1[CH:14]=[CH:15][C:16]([NH:19][C:20]2[C:21](=[O:36])[N:22]([CH3:35])[CH:23]=[C:24]([C:38]3[C:43]([CH:44]=[O:45])=[C:42]([N:46]4[CH2:58][CH2:57][C:56]5[N:55]6[C:50]([CH2:51][CH2:52][CH2:53][CH2:54]6)=[CH:49][C:48]=5[C:47]4=[O:59])[N:41]=[CH:40][CH:39]=3)[CH:25]=2)=[N:17][CH:18]=1)[CH3:2]. The yield is 0.570. (3) The reactants are [Cl:1][C:2]1[C:7]([OH:8])=[CH:6][CH:5]=[CH:4][N:3]=1.[I-:9].[Na+].CC1C=CC(S(NCl)(=O)=O)=CC=1.Cl. The catalyst is CN(C)C=O.CCCCCC.C(OCC)(=O)C.O. The product is [Cl:1][C:2]1[C:7]([OH:8])=[CH:6][CH:5]=[C:4]([I:9])[N:3]=1. The yield is 0.910. (4) The reactants are [CH:1]([C@@H:4]1[CH2:8][O:7][C:6](=[O:9])[N:5]1[C:10](=[O:23])[C@@:11]([CH3:22])([CH2:14][O:15]CC[Si](C)(C)C)[CH:12]=[CH2:13])([CH3:3])[CH3:2].F[B-](F)(F)F.[Li+]. The catalyst is C(#N)C.O.O.C(OCC)C. The product is [OH:15][CH2:14][C@@:11]([CH3:22])([CH:12]=[CH2:13])[C:10]([N:5]1[C@H:4]([CH:1]([CH3:3])[CH3:2])[CH2:8][O:7][C:6]1=[O:9])=[O:23]. The yield is 0.910. (5) The reactants are I[C:2]1[CH:7]=[CH:6][N:5]=[CH:4][CH:3]=1.[Li]CCCC.CCCCCC.[F:19][C:20]1[CH:25]=[CH:24][C:23]([C:26]2[S:30][C:29]([C:31](=[O:34])[CH2:32][CH3:33])=[N:28][N:27]=2)=[CH:22][CH:21]=1. The catalyst is C1COCC1. The product is [F:19][C:20]1[CH:21]=[CH:22][C:23]([C:26]2[S:30][C:29]([C:31]([C:2]3[CH:7]=[CH:6][N:5]=[CH:4][CH:3]=3)([OH:34])[CH2:32][CH3:33])=[N:28][N:27]=2)=[CH:24][CH:25]=1. The yield is 0.170.